Dataset: Full USPTO retrosynthesis dataset with 1.9M reactions from patents (1976-2016). Task: Predict the reactants needed to synthesize the given product. (1) Given the product [N:14]1[C:13]2[C:20]3[CH:25]=[CH:24][CH:23]=[N:22][C:21]=3[NH:11][C:12]=2[CH:17]=[CH:16][C:15]=1[C:18]#[N:19], predict the reactants needed to synthesize it. The reactants are: C[Si](C)(C)N[Si](C)(C)C.[Na].[NH2:11][C:12]1[C:13]([C:20]2[C:21](F)=[N:22][CH:23]=[CH:24][CH:25]=2)=[N:14][C:15]([C:18]#[N:19])=[CH:16][CH:17]=1.O.C(OCC)(=O)C. (2) Given the product [C:1]([O:5][C:6]([N:8]([CH2:27][CH:28]1[CH2:29][CH2:30]1)[C:9]1[N:10]=[CH:11][C:12]([O:15][C:16]2[CH:17]=[C:18]([CH:23]=[C:24]([O:26][CH:32]([F:37])[F:36])[CH:25]=2)[C:19]([O:21][CH3:22])=[O:20])=[N:13][CH:14]=1)=[O:7])([CH3:4])([CH3:2])[CH3:3], predict the reactants needed to synthesize it. The reactants are: [C:1]([O:5][C:6]([N:8]([CH2:27][CH:28]1[CH2:30][CH2:29]1)[C:9]1[N:10]=[CH:11][C:12]([O:15][C:16]2[CH:17]=[C:18]([CH:23]=[C:24]([OH:26])[CH:25]=2)[C:19]([O:21][CH3:22])=[O:20])=[N:13][CH:14]=1)=[O:7])([CH3:4])([CH3:3])[CH3:2].Cl[C:32]([F:37])([F:36])C([O-])=O.[Na+].C(=O)([O-])[O-].[Cs+].[Cs+].CN(C=O)C. (3) Given the product [CH2:35]([O:39][C:40]([N:42]1[CH2:47][CH2:46][N:45]([C:14](=[O:15])[C@@H:13]([NH:17][C:18]([O:20][CH2:21][CH:22]2[C:23]3[CH:24]=[CH:25][CH:26]=[CH:27][C:28]=3[C:29]3[C:34]2=[CH:33][CH:32]=[CH:31][CH:30]=3)=[O:19])[CH2:12][CH2:11][CH2:10][CH2:9][O:8][CH2:1][C:2]2[CH:7]=[CH:6][CH:5]=[CH:4][CH:3]=2)[CH2:44][CH2:43]1)=[O:41])[CH2:36][CH2:37][CH3:38], predict the reactants needed to synthesize it. The reactants are: [CH2:1]([O:8][CH2:9][CH2:10][CH2:11][CH2:12][C@H:13]([NH:17][C:18]([O:20][CH2:21][CH:22]1[C:34]2[CH:33]=[CH:32][CH:31]=[CH:30][C:29]=2[C:28]2[C:23]1=[CH:24][CH:25]=[CH:26][CH:27]=2)=[O:19])[C:14](O)=[O:15])[C:2]1[CH:7]=[CH:6][CH:5]=[CH:4][CH:3]=1.[CH2:35]([O:39][C:40]([N:42]1[CH2:47][CH2:46][NH:45][CH2:44][CH2:43]1)=[O:41])[CH2:36][CH2:37][CH3:38].C(N1CCOCC1)C.[B-](F)(F)(F)F.CCOC(C(C#N)=NOC(N(C)C)=[N+](C)C)=O. (4) The reactants are: [CH2:1]([O:8][C:9]([N:11]1[CH2:20][CH2:19][C:18]2[C:13](=[CH:14][C:15]([OH:21])=[CH:16][CH:17]=2)[CH2:12]1)=[O:10])[C:2]1[CH:7]=[CH:6][CH:5]=[CH:4][CH:3]=1.[C:22]([O:26][C:27]([N:29]1[CH2:34][CH2:33][C:32]([C:38]#[N:39])([CH2:35][CH2:36]O)[CH2:31][CH2:30]1)=[O:28])([CH3:25])([CH3:24])[CH3:23].C1(P(C2C=CC=CC=2)C2C=CC=CC=2)C=CC=CC=1.N(C(OCC)=O)=NC(OCC)=O. Given the product [CH2:1]([O:8][C:9]([N:11]1[CH2:20][CH2:19][C:18]2[C:13](=[CH:14][C:15]([O:21][CH2:36][CH2:35][C:32]3([C:38]#[N:39])[CH2:33][CH2:34][N:29]([C:27]([O:26][C:22]([CH3:24])([CH3:23])[CH3:25])=[O:28])[CH2:30][CH2:31]3)=[CH:16][CH:17]=2)[CH2:12]1)=[O:10])[C:2]1[CH:7]=[CH:6][CH:5]=[CH:4][CH:3]=1, predict the reactants needed to synthesize it. (5) Given the product [OH:25][CH2:24][C:21]([CH3:23])([CH3:22])[CH2:20][C:16]1[CH:15]=[C:14]([CH:19]=[CH:18][CH:17]=1)[O:13][C:9]1[CH:8]=[C:7]([CH2:6][C:5]([CH3:30])([CH3:29])[CH2:4][OH:3])[CH:12]=[CH:11][CH:10]=1, predict the reactants needed to synthesize it. The reactants are: C([O:3][C:4](=O)[C:5]([CH3:30])([CH3:29])[CH2:6][C:7]1[CH:12]=[CH:11][CH:10]=[C:9]([O:13][C:14]2[CH:19]=[CH:18][CH:17]=[C:16]([CH2:20][C:21]([C:24](OCC)=[O:25])([CH3:23])[CH3:22])[CH:15]=2)[CH:8]=1)C.BrN1C(=O)CCC1=O.C(OOC(=O)C1C=CC=CC=1)(=O)C1C=CC=CC=1.C([N-]C(C)C)(C)C.[Li+].C(OCC)(=O)C(C)C.[H-].[Al+3].[Li+].[H-].[H-].[H-].C(OCC)C.OS(O)(=O)=O. (6) Given the product [Cl:1][C:2]1[CH:3]=[CH:4][C:5]([O:34][CH3:35])=[C:6]([CH:33]=1)[CH2:7][C@H:8]1[C:14](=[O:15])[N:13]([C:16]([NH:18][C@@H:19]([C:20](=[O:21])[NH:40][CH3:39])[CH2:23][CH3:24])=[O:17])[CH2:12][C:11](=[N:25][O:26][C:27]2[CH:32]=[CH:31][CH:30]=[CH:29][CH:28]=2)[NH:10][CH2:9]1, predict the reactants needed to synthesize it. The reactants are: [Cl:1][C:2]1[CH:3]=[CH:4][C:5]([O:34][CH3:35])=[C:6]([CH:33]=1)[CH2:7][C@H:8]1[C:14](=[O:15])[N:13]([C:16]([NH:18][C@H:19]([CH2:23][CH3:24])[C:20](O)=[O:21])=[O:17])[CH2:12][C:11](=[N:25][O:26][C:27]2[CH:32]=[CH:31][CH:30]=[CH:29][CH:28]=2)[NH:10][CH2:9]1.C(Cl)Cl.[CH3:39][NH:40]C.CO.